Dataset: Peptide-MHC class I binding affinity with 185,985 pairs from IEDB/IMGT. Task: Regression. Given a peptide amino acid sequence and an MHC pseudo amino acid sequence, predict their binding affinity value. This is MHC class I binding data. (1) The peptide sequence is KLSYGIATVR. The MHC is HLA-A31:01 with pseudo-sequence HLA-A31:01. The binding affinity (normalized) is 0.480. (2) The peptide sequence is QQLEADYTF. The MHC is HLA-A11:01 with pseudo-sequence HLA-A11:01. The binding affinity (normalized) is 0.0847. (3) The peptide sequence is AEKSRGRRI. The MHC is HLA-B46:01 with pseudo-sequence HLA-B46:01. The binding affinity (normalized) is 0.0847.